From a dataset of Peptide-MHC class I binding affinity with 185,985 pairs from IEDB/IMGT. Regression. Given a peptide amino acid sequence and an MHC pseudo amino acid sequence, predict their binding affinity value. This is MHC class I binding data. (1) The peptide sequence is LPVNVAFEL. The MHC is Mamu-A2201 with pseudo-sequence Mamu-A2201. The binding affinity (normalized) is 0.723. (2) The peptide sequence is FLEESHPGI. The MHC is HLA-A11:01 with pseudo-sequence HLA-A11:01. The binding affinity (normalized) is 0.0847. (3) The peptide sequence is TLFIGSHVV. The MHC is HLA-A11:01 with pseudo-sequence HLA-A11:01. The binding affinity (normalized) is 0.131. (4) The peptide sequence is YTLYKKLSF. The MHC is HLA-B08:01 with pseudo-sequence HLA-B08:01. The binding affinity (normalized) is 0.742. (5) The peptide sequence is EKVDAIDGEY. The MHC is HLA-A26:01 with pseudo-sequence HLA-A26:01. The binding affinity (normalized) is 0.154. (6) The peptide sequence is MSSEGAWKHV. The MHC is HLA-A68:02 with pseudo-sequence HLA-A68:02. The binding affinity (normalized) is 0.440.